From a dataset of Full USPTO retrosynthesis dataset with 1.9M reactions from patents (1976-2016). Predict the reactants needed to synthesize the given product. Given the product [CH3:23][N:24]1[CH2:29][CH2:28][N:27]([C:2]2[CH:3]=[CH:4][C:5]3[N:11]4[CH2:12][C@H:8]([CH2:9][CH2:10]4)[N:7]([C:13]([NH:15][C:16]4[CH:21]=[N:20][CH:19]=[CH:18][N:17]=4)=[O:14])[C:6]=3[N:22]=2)[CH2:26][CH2:25]1, predict the reactants needed to synthesize it. The reactants are: Cl[C:2]1[CH:3]=[CH:4][C:5]2[N:11]3[CH2:12][C@H:8]([CH2:9][CH2:10]3)[N:7]([C:13]([NH:15][C:16]3[CH:21]=[N:20][CH:19]=[CH:18][N:17]=3)=[O:14])[C:6]=2[N:22]=1.[CH3:23][N:24]1[CH2:29][CH2:28][NH:27][CH2:26][CH2:25]1.C(=O)([O-])[O-].[Cs+].[Cs+].CC(C1C=C(C(C)C)C(C2C=CC=CC=2P(C2CCCCC2)C2CCCCC2)=C(C(C)C)C=1)C.